Dataset: Forward reaction prediction with 1.9M reactions from USPTO patents (1976-2016). Task: Predict the product of the given reaction. (1) Given the reactants [N+:1]([C:4]1[CH:5]=[C:6]([CH:12]=[CH:13][CH:14]=1)[CH:7]=[CH:8][C:9](O)=[O:10])([O-:3])=[O:2].CN(C=O)C.C(Cl)(=O)C([Cl:23])=O, predict the reaction product. The product is: [N+:1]([C:4]1[CH:5]=[C:6]([CH:12]=[CH:13][CH:14]=1)[CH:7]=[CH:8][C:9]([Cl:23])=[O:10])([O-:3])=[O:2]. (2) Given the reactants [Cl:1][C:2]1[CH:16]=[CH:15][C:5]([CH:6](Cl)[C:7]2[CH:12]=[CH:11][C:10]([Cl:13])=[CH:9][CH:8]=2)=[CH:4][CH:3]=1.[CH3:17][NH2:18], predict the reaction product. The product is: [Cl:1][C:2]1[CH:16]=[CH:15][C:5]([CH:6]([NH:18][CH3:17])[C:7]2[CH:12]=[CH:11][C:10]([Cl:13])=[CH:9][CH:8]=2)=[CH:4][CH:3]=1. (3) Given the reactants I[C:2]1[C:10]2[C:5](=[CH:6][C:7]([C:11]([NH:13][CH3:14])=[O:12])=[CH:8][CH:9]=2)[NH:4][N:3]=1.[C:15]([O:19][C:20]([N:22]1[C:30]2[C:25](=[CH:26][C:27]([CH2:31][O:32][Si:33]([C:36]([CH3:39])([CH3:38])[CH3:37])([CH3:35])[CH3:34])=[CH:28][CH:29]=2)[CH:24]=[C:23]1B(O)O)=[O:21])([CH3:18])([CH3:17])[CH3:16].[Cl-].[Li+].C(=O)([O-])[O-].[Na+].[Na+], predict the reaction product. The product is: [Si:33]([O:32][CH2:31][C:27]1[CH:26]=[C:25]2[C:30](=[CH:29][CH:28]=1)[N:22]([C:20]([O:19][C:15]([CH3:18])([CH3:17])[CH3:16])=[O:21])[C:23]([CH:2]1[C:10]3[C:5](=[CH:6][C:7]([C:11]([NH:13][CH3:14])=[O:12])=[CH:8][CH:9]=3)[NH:4][NH:3]1)=[CH:24]2)([C:36]([CH3:39])([CH3:38])[CH3:37])([CH3:35])[CH3:34].